The task is: Predict the reaction yield, written as a fraction of the theoretical maximum amount of product (1.0 means a 100% yield; for example, 0.34 means a 34% yield).. This data is from Reaction yield outcomes from USPTO patents with 853,638 reactions. (1) The reactants are [C:1]([N:4]1[CH2:9][CH2:8][CH:7]([C:10]([N:12]2[CH2:18][C:17]3[CH:19]=[CH:20][C:21]([C:23](OC)=[O:24])=[CH:22][C:16]=3[O:15][CH2:14][C@@H:13]2[C:27]2[CH:32]=[CH:31][CH:30]=[CH:29][CH:28]=2)=[O:11])[CH2:6][CH2:5]1)(=O)[CH3:2].[NH2:33][OH:34].[OH-:35].[Na+]. The catalyst is C1COCC1.CO. The product is [C:1]([N:4]1[CH2:5][CH2:6][CH:7]([C:10]([N:12]2[CH2:18][C:17]3[CH:19]=[CH:20][C:21]([C:23]([NH:33][OH:34])=[O:24])=[CH:22][C:16]=3[O:15][CH2:14][C@@H:13]2[C:27]2[CH:32]=[CH:31][CH:30]=[CH:29][CH:28]=2)=[O:11])[CH2:8][CH2:9]1)(=[O:35])[CH3:2]. The yield is 0.220. (2) The reactants are [CH3:1][C:2]1[CH:7]=[CH:6][N:5]=[CH:4][C:3]=1[N:8]1[CH2:12][CH2:11][NH:10][C:9]1=[O:13].Br[C:15]1[CH:31]=[CH:30][C:18]2[N:19]([CH2:22][O:23][CH2:24][CH2:25][Si:26]([CH3:29])([CH3:28])[CH3:27])[CH:20]=[N:21][C:17]=2[CH:16]=1.N[C@@H]1CCCC[C@H]1N.P([O-])([O-])([O-])=O.[K+].[K+].[K+]. The catalyst is [Cu](I)I.O1CCOCC1. The product is [CH3:1][C:2]1[CH:7]=[CH:6][N:5]=[CH:4][C:3]=1[N:8]1[CH2:12][CH2:11][N:10]([C:15]2[CH:31]=[CH:30][C:18]3[N:19]([CH2:22][O:23][CH2:24][CH2:25][Si:26]([CH3:27])([CH3:29])[CH3:28])[CH:20]=[N:21][C:17]=3[CH:16]=2)[C:9]1=[O:13]. The yield is 0.754. (3) The reactants are [Cl:1][C:2]1[CH:10]=[C:9]2[C:5]([CH:6]=[CH:7][NH:8]2)=[CH:4][CH:3]=1.N1C=CC=CC=1.[Cl:17][CH:18]([C:22]1[CH:27]=[CH:26][CH:25]=[CH:24][CH:23]=1)[C:19](Cl)=[O:20]. The catalyst is C1(C)C=CC=CC=1. The product is [Cl:17][CH:18]([C:22]1[CH:27]=[CH:26][CH:25]=[CH:24][CH:23]=1)[C:19]([C:6]1[C:5]2[C:9](=[CH:10][C:2]([Cl:1])=[CH:3][CH:4]=2)[NH:8][CH:7]=1)=[O:20]. The yield is 0.350. (4) The reactants are [F:1][C:2]([F:12])([F:11])[O:3][C:4]1[CH:10]=[CH:9][C:7]([NH2:8])=[CH:6][CH:5]=1.N([O-])=O.[Na+].[N-:17]=[N+:18]=[N-].[Na+]. The catalyst is Cl.O.C(Cl)Cl. The product is [N:8]([C:7]1[CH:9]=[CH:10][C:4]([O:3][C:2]([F:11])([F:12])[F:1])=[CH:5][CH:6]=1)=[N+:17]=[N-:18]. The yield is 0.860. (5) The reactants are Cl[C:2]1[N:10]=[C:9]2[C:5]([N:6]=[CH:7][N:8]2[CH:11]2[CH2:16][CH2:15][N:14]([C:17]([O:19][C:20]([CH3:23])([CH3:22])[CH3:21])=[O:18])[CH2:13][CH2:12]2)=[C:4]([N:24]2[CH2:29][CH2:28][O:27][CH2:26][CH2:25]2)[N:3]=1.O[C:31]1[CH:32]=[C:33]([CH2:37]B(O)O)[CH:34]=[CH:35][CH:36]=1.C(=O)([O-])[O-:42].[Na+].[Na+]. The catalyst is C1C=CC([P]([Pd]([P](C2C=CC=CC=2)(C2C=CC=CC=2)C2C=CC=CC=2)([P](C2C=CC=CC=2)(C2C=CC=CC=2)C2C=CC=CC=2)[P](C2C=CC=CC=2)(C2C=CC=CC=2)C2C=CC=CC=2)(C2C=CC=CC=2)C2C=CC=CC=2)=CC=1.COCCOC. The product is [OH:42][CH2:37][C:33]1[CH:32]=[C:31]([C:2]2[N:10]=[C:9]3[C:5]([N:6]=[CH:7][N:8]3[CH:11]3[CH2:16][CH2:15][N:14]([C:17]([O:19][C:20]([CH3:23])([CH3:22])[CH3:21])=[O:18])[CH2:13][CH2:12]3)=[C:4]([N:24]3[CH2:29][CH2:28][O:27][CH2:26][CH2:25]3)[N:3]=2)[CH:36]=[CH:35][CH:34]=1. The yield is 0.890. (6) The reactants are Cl.[NH2:2][CH2:3][C:4](=[O:9])[C:5]([CH3:8])([CH3:7])[CH3:6].[N+:10]([C:13]1[CH:21]=[CH:20][CH:19]=[CH:18][C:14]=1[C:15](Cl)=[O:16])([O-:12])=[O:11].C(N(C(C)C)CC)(C)C. The catalyst is C(#N)C.CCOC(C)=O. The product is [CH3:6][C:5]([CH3:8])([CH3:7])[C:4](=[O:9])[CH2:3][NH:2][C:15](=[O:16])[C:14]1[CH:18]=[CH:19][CH:20]=[CH:21][C:13]=1[N+:10]([O-:12])=[O:11]. The yield is 0.910.